Dataset: Forward reaction prediction with 1.9M reactions from USPTO patents (1976-2016). Task: Predict the product of the given reaction. (1) Given the reactants O.[CH:2]([C:4]1[CH:9]=[CH:8][CH:7]=[CH:6][C:5]=1[S:10]([O-:13])(=[O:12])=[O:11])=O.[Na+:14].C(=O)([O-])[O-].[K+].[K+].[CH3:21][O:22][C:23]([CH2:25]P(OC)(OC)=O)=[O:24], predict the reaction product. The product is: [CH3:21][O:22][C:23]([CH:25]=[CH:2][C:4]1[CH:9]=[CH:8][CH:7]=[CH:6][C:5]=1[S:10]([O-:13])(=[O:12])=[O:11])=[O:24].[Na+:14]. (2) The product is: [C:1]([C:5]1[CH:10]=[C:9]([CH:8]=[C:7]([C:12]2[N:16]([CH2:17][CH:18]3[CH2:19][CH2:20][CH2:21][CH2:22][CH2:23]3)[C:15]([CH3:24])=[C:14]([S:25](=[O:27])(=[O:26])[NH2:28])[CH:13]=2)[CH:6]=1)[O:11][CH2:36][CH2:37][CH2:38][C:39]([O:41][CH3:42])=[O:40])([CH3:4])([CH3:2])[CH3:3]. Given the reactants [C:1]([C:5]1[CH:6]=[C:7]([C:12]2[N:16]([CH2:17][CH:18]3[CH2:23][CH2:22][CH2:21][CH2:20][CH2:19]3)[C:15]([CH3:24])=[C:14]([S:25]([NH2:28])(=[O:27])=[O:26])[CH:13]=2)[CH:8]=[C:9]([OH:11])[CH:10]=1)([CH3:4])([CH3:3])[CH3:2].C([O-])([O-])=O.[Cs+].[Cs+].Br[CH2:36][CH2:37][CH2:38][C:39]([O:41][CH3:42])=[O:40].O, predict the reaction product. (3) Given the reactants [CH3:1][CH:2]1[CH2:7][CH2:6][N:5]([C:8]([C:10]2[CH:18]=[CH:17][C:16]3[N:15]([CH2:19][CH:20]4[CH2:25][CH2:24][O:23][CH2:22][CH2:21]4)[C:14]4[CH2:26][CH2:27][N:28](C(OC(C)(C)C)=O)[CH2:29][C:13]=4[C:12]=3[CH:11]=2)=[O:9])[CH2:4][CH2:3]1.C(O)(C(F)(F)F)=O, predict the reaction product. The product is: [CH3:1][CH:2]1[CH2:7][CH2:6][N:5]([C:8]([C:10]2[CH:18]=[CH:17][C:16]3[N:15]([CH2:19][CH:20]4[CH2:21][CH2:22][O:23][CH2:24][CH2:25]4)[C:14]4[CH2:26][CH2:27][NH:28][CH2:29][C:13]=4[C:12]=3[CH:11]=2)=[O:9])[CH2:4][CH2:3]1. (4) Given the reactants [Br:1][C:2]1[CH:3]=[C:4](O)[C:5]([OH:9])=[CH:6][C:7]=1[F:8].[C:11]([O-])([O-])=[O:12].[Cs+].[Cs+].BrC[CH2:19][CH2:20]Br, predict the reaction product. The product is: [Br:1][C:2]1[C:7]([F:8])=[CH:6][C:5]2[O:9][CH2:20][CH2:19][O:12][CH2:11][C:4]=2[CH:3]=1. (5) The product is: [Cl:23][C:20]1[CH:21]=[CH:22][C:17]([N:15]2[CH2:16][NH:11][CH2:12][N:13]([C:25](=[O:34])[C:26]3[C:31]([F:32])=[CH:30][CH:29]=[CH:28][C:27]=3[F:33])[C:14]2=[O:24])=[CH:18][CH:19]=1. Given the reactants C(OC([N:11]1[CH2:16][N:15]([C:17]2[CH:22]=[CH:21][C:20]([Cl:23])=[CH:19][CH:18]=2)[C:14](=[O:24])[N:13]([C:25](=[O:34])[C:26]2[C:31]([F:32])=[CH:30][CH:29]=[CH:28][C:27]=2[F:33])[CH2:12]1)=O)C1C=CC=CC=1, predict the reaction product.